Predict the product of the given reaction. From a dataset of Forward reaction prediction with 1.9M reactions from USPTO patents (1976-2016). (1) The product is: [NH2:24][CH2:23][CH2:22][N:19]1[C:20](=[O:21])[N:16]([C:13]2[CH:14]=[CH:15][C:10]([C:8]3[CH:7]=[CH:6][C:5]4[O:1][CH:2]=[CH:3][C:4]=4[CH:9]=3)=[CH:11][CH:12]=2)[C:17]([CH2:35][C@@H:36]2[CH2:40][CH2:39][N:38]([C:41]([CH:43]3[CH2:45][CH2:44]3)=[O:42])[CH2:37]2)=[N:18]1. Given the reactants [O:1]1[C:5]2[CH:6]=[CH:7][C:8]([C:10]3[CH:15]=[CH:14][C:13]([N:16]4[C:20](=[O:21])[N:19]([CH2:22][CH2:23][N:24]5C(=O)C6C(=CC=CC=6)C5=O)[N:18]=[C:17]4[CH2:35][C@@H:36]4[CH2:40][CH2:39][N:38]([C:41]([CH:43]5[CH2:45][CH2:44]5)=[O:42])[CH2:37]4)=[CH:12][CH:11]=3)=[CH:9][C:4]=2[CH:3]=[CH:2]1.O.NN.C1(=O)NC(=O)C2=CC=CC=C12, predict the reaction product. (2) Given the reactants C1(P(C2C=CC=CC=2)C2C=CC=CC=2)C=CC=CC=1.[Cl:20][C:21]1[CH:26]=[CH:25][C:24]([C:27]2[CH:28]=[CH:29][C:30]([C:33]#[C:34][C:35]([CH3:38])([OH:37])[CH3:36])=[N:31][CH:32]=2)=[CH:23][CH:22]=1.[N:39]1([CH2:44][C:45]2[CH:50]=[CH:49][C:48](O)=[CH:47][CH:46]=2)[CH2:43][CH2:42][CH2:41][CH2:40]1.N(C(OC(C)C)=O)=NC(OC(C)C)=O, predict the reaction product. The product is: [Cl:20][C:21]1[CH:26]=[CH:25][C:24]([C:27]2[CH:28]=[CH:29][C:30]([C:33]#[C:34][C:35]([CH3:38])([O:37][C:48]3[CH:47]=[CH:46][C:45]([CH2:44][N:39]4[CH2:43][CH2:42][CH2:41][CH2:40]4)=[CH:50][CH:49]=3)[CH3:36])=[N:31][CH:32]=2)=[CH:23][CH:22]=1. (3) The product is: [CH:1]1[C:14]2[CH:13]=[CH:12][C:11]3[C:6](=[CH:7][CH:8]=[CH:9][CH:10]=3)[C:5]=2[CH:4]=[CH:3][C:2]=1[C:15]1[NH:19][N:18]=[C:17]([C:28]([F:31])([F:29])[F:30])[C:16]=1[C:1]1[CH:14]=[CH:5][CH:4]=[CH:3][C:2]=1[C:15]1[NH:32][N:36]=[N:35][N:34]=1. Given the reactants [CH:1]1[C:14]2[CH:13]=[CH:12][C:11]3[C:6](=[CH:7][CH:8]=[CH:9][CH:10]=3)[C:5]=2[CH:4]=[CH:3][C:2]=1[C:15]1[N:19](C2C=CC(C#N)=CC=2)[N:18]=[C:17]([C:28]([F:31])([F:30])[F:29])[CH:16]=1.[NH4+:32].[Cl-].[N-:34]=[N+:35]=[N-:36].[Na+], predict the reaction product. (4) Given the reactants [Cl:1][C:2]1[CH:3]=[C:4](B(O)O)[CH:5]=[CH:6][C:7]=1[F:8].I[C:13]1[N:18]=[C:17]([NH2:19])[N:16]=[C:15]([NH:20][CH3:21])[CH:14]=1, predict the reaction product. The product is: [Cl:1][C:2]1[CH:3]=[C:4]([C:13]2[N:18]=[C:17]([NH2:19])[N:16]=[C:15]([NH:20][CH3:21])[CH:14]=2)[CH:5]=[CH:6][C:7]=1[F:8]. (5) Given the reactants S(Cl)([Cl:3])=O.[Cl:5][C:6]1[CH:7]=[C:8]([CH:19]=[CH:20][C:21]=1[Cl:22])[CH2:9][NH:10][C:11]1[N:16]=[CH:15][C:14]([CH2:17]O)=[CH:13][CH:12]=1, predict the reaction product. The product is: [Cl:3][CH2:17][C:14]1[CH:13]=[CH:12][C:11]([NH:10][CH2:9][C:8]2[CH:19]=[CH:20][C:21]([Cl:22])=[C:6]([Cl:5])[CH:7]=2)=[N:16][CH:15]=1. (6) Given the reactants C(OC([N:8]1[CH2:13][CH2:12][N:11]([CH2:14][CH2:15][CH2:16][O:17][C:18]2[CH:23]=[CH:22][C:21]([C:24]([N:26]3[CH2:35][CH2:34][C:33]4[N:32]=[C:31]([CH3:36])[N:30]([CH2:37][C:38]5[CH:43]=[CH:42][CH:41]=[CH:40][CH:39]=5)[C:29]=4[C:28]4[CH:44]=[CH:45][CH:46]=[CH:47][C:27]3=4)=[O:25])=[CH:20][C:19]=2[CH3:48])[CH2:10][CH2:9]1)=O)(C)(C)C.[ClH:49], predict the reaction product. The product is: [ClH:49].[ClH:49].[CH2:37]([N:30]1[C:29]2[C:28]3[CH:44]=[CH:45][CH:46]=[CH:47][C:27]=3[N:26]([C:24]([C:21]3[CH:22]=[CH:23][C:18]([O:17][CH2:16][CH2:15][CH2:14][N:11]4[CH2:12][CH2:13][NH:8][CH2:9][CH2:10]4)=[C:19]([CH3:48])[CH:20]=3)=[O:25])[CH2:35][CH2:34][C:33]=2[N:32]=[C:31]1[CH3:36])[C:38]1[CH:39]=[CH:40][CH:41]=[CH:42][CH:43]=1. (7) Given the reactants [CH3:1][N:2]([CH2:10][CH2:11][NH:12][S:13]([C:16]1[CH:21]=[C:20]([S:22]([C:25]2[CH:30]=[CH:29][CH:28]=[CH:27][CH:26]=2)(=[O:24])=[O:23])[CH:19]=[CH:18][C:17]=1[C:31]([F:34])([F:33])[F:32])(=[O:15])=[O:14])C(=O)OC(C)(C)C.[CH:35]1([C:41](Cl)=[O:42])[CH2:40][CH2:39][CH2:38][CH2:37][CH2:36]1, predict the reaction product. The product is: [CH3:1][N:2]([CH2:10][CH2:11][NH:12][S:13]([C:16]1[CH:21]=[C:20]([S:22]([C:25]2[CH:30]=[CH:29][CH:28]=[CH:27][CH:26]=2)(=[O:24])=[O:23])[CH:19]=[CH:18][C:17]=1[C:31]([F:34])([F:32])[F:33])(=[O:15])=[O:14])[C:41]([CH:35]1[CH2:40][CH2:39][CH2:38][CH2:37][CH2:36]1)=[O:42].